From a dataset of CYP2C19 inhibition data for predicting drug metabolism from PubChem BioAssay. Regression/Classification. Given a drug SMILES string, predict its absorption, distribution, metabolism, or excretion properties. Task type varies by dataset: regression for continuous measurements (e.g., permeability, clearance, half-life) or binary classification for categorical outcomes (e.g., BBB penetration, CYP inhibition). Dataset: cyp2c19_veith. (1) The molecule is N[C@H](CCC(=O)NCC(=O)O)C(=O)O. The result is 0 (non-inhibitor). (2) The drug is O=C(NCCCc1ccccc1)c1cccs1. The result is 1 (inhibitor). (3) The result is 1 (inhibitor). The molecule is O=C(Nc1cccc(NC(=O)c2ccc(-c3cccc(Br)c3)o2)c1)c1ccco1. (4) The drug is Cc1nc2cnc(Nc3ccccc3)nc2n(CCC#N)c1=O. The result is 0 (non-inhibitor). (5) The result is 1 (inhibitor). The drug is O=C(Nc1ncc2c(n1)-c1ccccc1CC2)c1cccc(Cl)c1. (6) The molecule is CN(C)c1ncc2nc(-c3cc(F)cc(F)c3)c(=O)n(CCc3ccccc3)c2n1. The result is 0 (non-inhibitor). (7) The molecule is Cc1noc(C)c1CS(=O)(=O)c1ccc(Br)cc1. The result is 1 (inhibitor).